Dataset: Forward reaction prediction with 1.9M reactions from USPTO patents (1976-2016). Task: Predict the product of the given reaction. (1) Given the reactants [H-].[Na+].[C:3]([O:7][C:8](=[O:14])[NH:9][CH2:10][CH2:11][CH2:12][Cl:13])([CH3:6])([CH3:5])[CH3:4].[CH3:15]I, predict the reaction product. The product is: [C:3]([O:7][C:8](=[O:14])[N:9]([CH2:10][CH2:11][CH2:12][Cl:13])[CH3:15])([CH3:6])([CH3:4])[CH3:5]. (2) Given the reactants [O:1]1[CH2:6][CH2:5][CH:4]([OH:7])[CH2:3][CH2:2]1.[CH3:8][S:9](Cl)(=[O:11])=[O:10], predict the reaction product. The product is: [CH3:8][S:9]([O:7][CH:4]1[CH2:5][CH2:6][O:1][CH2:2][CH2:3]1)(=[O:11])=[O:10]. (3) Given the reactants [NH:1]1[C:5]2[CH:6]=[CH:7][CH:8]=[CH:9][C:4]=2[N:3]=[C:2]1[CH2:10][C:11]1[CH:19]=[CH:18][C:14]([C:15]([OH:17])=O)=[CH:13][CH:12]=1.Cl.CN(C)CCCN=C=NCC.ON1C2C=CC=CC=2N=N1.[N:42]1([C@H:47]2[CH2:51][CH2:50][NH:49][CH2:48]2)[CH2:46][CH2:45][CH2:44][CH2:43]1, predict the reaction product. The product is: [NH:3]1[C:4]2[CH:9]=[CH:8][CH:7]=[CH:6][C:5]=2[N:1]=[C:2]1[CH2:10][C:11]1[CH:12]=[CH:13][C:14]([C:15]([N:49]2[CH2:50][CH2:51][C@H:47]([N:42]3[CH2:46][CH2:45][CH2:44][CH2:43]3)[CH2:48]2)=[O:17])=[CH:18][CH:19]=1. (4) Given the reactants [CH2:1]([N:5]1[CH2:9][CH2:8][CH:7]([S:10]([C:13]2[CH:18]=[CH:17][C:16]([OH:19])=[CH:15][CH:14]=2)(=[O:12])=[O:11])[CH2:6]1)[CH2:2][CH:3]=[CH2:4].I[C:21]1[CH:26]=[CH:25][CH:24]=[CH:23][C:22]=1[O:27][CH2:28][O:29][CH3:30], predict the reaction product. The product is: [CH3:30][O:29][CH2:28][O:27][C:22]1[CH:23]=[CH:24][CH:25]=[CH:26][C:21]=1[CH2:4][CH2:3][CH2:2][CH2:1][N:5]1[CH2:9][CH2:8][CH:7]([S:10]([C:13]2[CH:14]=[CH:15][C:16]([OH:19])=[CH:17][CH:18]=2)(=[O:12])=[O:11])[CH2:6]1. (5) Given the reactants [Br:1]Br.C([O-])(=O)C.[Na+].[CH2:8]([O:12][C:13]1[N:21]=[C:20]2[C:16]([N:17]=[CH:18][N:19]2[CH2:22][C:23]2[CH:24]=[N:25][C:26]([Cl:29])=[CH:27][CH:28]=2)=[C:15]([NH2:30])[N:14]=1)[CH2:9][CH2:10][CH3:11], predict the reaction product. The product is: [Br:1][C:18]1[N:19]([CH2:22][C:23]2[CH:24]=[N:25][C:26]([Cl:29])=[CH:27][CH:28]=2)[C:20]2[C:16]([N:17]=1)=[C:15]([NH2:30])[N:14]=[C:13]([O:12][CH2:8][CH2:9][CH2:10][CH3:11])[N:21]=2. (6) Given the reactants CS(O[CH2:6][C:7]#[C:8][C:9]#[C:10][C:11]1[CH:20]=[CH:19][C:14]([C:15]([O:17][CH3:18])=[O:16])=[CH:13][CH:12]=1)(=O)=O.Cl.[CH3:22][NH:23][CH3:24].CCN(C(C)C)C(C)C, predict the reaction product. The product is: [CH3:22][N:23]([CH3:24])[CH2:6][C:7]#[C:8][C:9]#[C:10][C:11]1[CH:20]=[CH:19][C:14]([C:15]([O:17][CH3:18])=[O:16])=[CH:13][CH:12]=1. (7) Given the reactants N#N.C(O)[C@H]1[O:9][C@@H]2O[C@H]3[C@H](O)[C@@H](O)[C@@H](O[C@H]4[C@H](O)[C@@H](O)[C@@H](O[C@H]5[C@H](O)[C@@H](O)[C@@H](O[C@H]6[C@H](O)[C@@H](O)[C@@H](O[C@H]7[C@H](O)[C@@H](O)[C@@H](O[C@H]1[C@H](O)[C@H]2O)O[C@@H]7CO)O[C@@H]6CO)O[C@@H]5CO)O[C@@H]4CO)O[C@@H]3CO.[N:69]([CH2:72][CH2:73][CH2:74][CH2:75][S:76][CH3:77])=[C:70]=[S:71].OO, predict the reaction product. The product is: [CH3:77][S+:76]([O-:9])[CH2:75][CH2:74][CH2:73][CH2:72][N:69]=[C:70]=[S:71].